Dataset: Full USPTO retrosynthesis dataset with 1.9M reactions from patents (1976-2016). Task: Predict the reactants needed to synthesize the given product. (1) Given the product [C:17]1([C:15]2[N:16]=[C:12]([CH2:11][CH2:10][CH2:9][CH2:8][CH2:7][CH2:6][C:5]([OH:23])=[O:4])[O:13][CH:14]=2)[CH:18]=[CH:19][CH:20]=[CH:21][CH:22]=1, predict the reactants needed to synthesize it. The reactants are: [OH-].[Na+].C[O:4][C:5](=[O:23])[CH2:6][CH2:7][CH2:8][CH2:9][CH2:10][CH2:11][C:12]1[O:13][CH:14]=[C:15]([C:17]2[CH:22]=[CH:21][CH:20]=[CH:19][CH:18]=2)[N:16]=1.Cl. (2) Given the product [CH2:1]([O:3][C:4]([C:6]1[S:10][C:9]([C:43]2[C:37]3[O:36][C:35]4[CH:34]=[CH:33][CH:32]=[CH:31][C:39]=4[C:38]=3[CH:40]=[CH:41][CH:42]=2)=[N:8][C:7]=1[CH2:12][N:13]([CH2:20][C:21]1[CH:26]=[CH:25][C:24]([O:27][CH3:28])=[CH:23][C:22]=1[O:29][CH3:30])[CH2:14][C:15]([O:17][CH2:18][CH3:19])=[O:16])=[O:5])[CH3:2], predict the reactants needed to synthesize it. The reactants are: [CH2:1]([O:3][C:4]([C:6]1[S:10][C:9](Br)=[N:8][C:7]=1[CH2:12][N:13]([CH2:20][C:21]1[CH:26]=[CH:25][C:24]([O:27][CH3:28])=[CH:23][C:22]=1[O:29][CH3:30])[CH2:14][C:15]([O:17][CH2:18][CH3:19])=[O:16])=[O:5])[CH3:2].[CH:31]1[C:39]2[C:38]3[CH:40]=[CH:41][CH:42]=[CH:43][C:37]=3[O:36][C:35]=2[C:34](B(O)O)=[CH:33][CH:32]=1. (3) Given the product [Br:1][C:2]1[CH:10]=[CH:9][C:5]([C:6]([NH:24][CH:22]2[CH2:23][C:18]([CH3:27])([CH3:17])[NH:19][C:20]([CH3:26])([CH3:25])[CH2:21]2)=[O:8])=[C:4]([CH3:11])[CH:3]=1, predict the reactants needed to synthesize it. The reactants are: [Br:1][C:2]1[CH:10]=[CH:9][C:5]([C:6]([OH:8])=O)=[C:4]([CH3:11])[CH:3]=1.CN(C=O)C.[CH3:17][C:18]1([CH3:27])[CH2:23][CH:22]([NH2:24])[CH2:21][C:20]([CH3:26])([CH3:25])[NH:19]1. (4) Given the product [C:1]1([C:7]2[S:8][C:9]([C:18]([O:20][CH3:23])=[O:19])=[C:10]([C:12]3[CH:13]=[CH:14][CH:15]=[CH:16][CH:17]=3)[N:11]=2)[CH:2]=[CH:3][CH:4]=[CH:5][CH:6]=1, predict the reactants needed to synthesize it. The reactants are: [C:1]1([C:7]2[S:8][C:9]([C:18]([OH:20])=[O:19])=[C:10]([C:12]3[CH:17]=[CH:16][CH:15]=[CH:14][CH:13]=3)[N:11]=2)[CH:6]=[CH:5][CH:4]=[CH:3][CH:2]=1.[N+](=[CH2:23])=[N-]. (5) Given the product [C:32]([C:29]1[CH:28]=[CH:27][C:26]([CH2:25][NH:24][C:22](=[O:23])[CH:21]([O:34][CH2:35][CH3:36])[N:17]2[CH:18]=[C:19]([CH3:20])[C:15]([C:10]3[CH:11]=[CH:12][CH:13]=[CH:14][C:9]=3[OH:8])=[N:16]2)=[CH:31][CH:30]=1)#[N:33], predict the reactants needed to synthesize it. The reactants are: C([O:8][C:9]1[CH:14]=[CH:13][CH:12]=[CH:11][C:10]=1[C:15]1[C:19]([CH3:20])=[CH:18][N:17]([CH:21]([O:34][CH2:35][CH3:36])[C:22]([NH:24][CH2:25][C:26]2[CH:31]=[CH:30][C:29]([C:32]#[N:33])=[CH:28][CH:27]=2)=[O:23])[N:16]=1)C1C=CC=CC=1. (6) Given the product [Cl:30][C:31]1[CH:36]=[CH:35][C:34]([N:11]2[C:12]3[C:17](=[CH:16][C:15]([O:19][CH:20]4[CH2:25][CH2:24][N:23]([CH:26]([CH3:27])[CH3:28])[CH2:22][CH2:21]4)=[CH:14][CH:13]=3)[CH:18]=[C:10]2[C:8]([N:5]2[CH2:6][CH2:7][C:2]([F:1])([F:29])[CH2:3][CH2:4]2)=[O:9])=[CH:33][CH:32]=1, predict the reactants needed to synthesize it. The reactants are: [F:1][C:2]1([F:29])[CH2:7][CH2:6][N:5]([C:8]([C:10]2[NH:11][C:12]3[C:17]([CH:18]=2)=[CH:16][C:15]([O:19][CH:20]2[CH2:25][CH2:24][N:23]([CH:26]([CH3:28])[CH3:27])[CH2:22][CH2:21]2)=[CH:14][CH:13]=3)=[O:9])[CH2:4][CH2:3]1.[Cl:30][C:31]1[CH:36]=[CH:35][C:34](B(O)O)=[CH:33][CH:32]=1. (7) Given the product [F:15][C:2]([F:1])([F:14])[O:3][C:4]1[CH:13]=[CH:12][C:7]2[N:8]([CH:30]([CH3:36])[C:31]([OH:33])=[O:32])[C:9](=[N:11][C:21](=[O:22])[C:20]3[CH:24]=[CH:25][CH:26]=[C:18]([C:17]([F:28])([F:27])[F:16])[CH:19]=3)[S:10][C:6]=2[CH:5]=1, predict the reactants needed to synthesize it. The reactants are: [F:1][C:2]([F:15])([F:14])[O:3][C:4]1[CH:13]=[CH:12][C:7]2[N:8]=[C:9]([NH2:11])[S:10][C:6]=2[CH:5]=1.[F:16][C:17]([F:28])([F:27])[C:18]1[CH:19]=[C:20]([CH:24]=[CH:25][CH:26]=1)[C:21](Cl)=[O:22].Br[CH:30]([CH3:36])[C:31]([O:33]CC)=[O:32].COC1C=CC2N=C(N)SC=2C=1.ClC1C=C(C=CC=1)C(Cl)=O.BrCC(OCC)=O. (8) Given the product [F:1][C:2]1[CH:3]=[CH:4][C:5]([CH3:41])=[C:6]([CH2:8][CH:9]([NH:11][C:12]2[CH:17]=[CH:16][NH:15][C:14](=[O:18])[C:13]=2[C:19]2[NH:40][C:22]3[C:21]([N:20]=2)=[C:29]([CH3:30])[C:28]2[CH2:27][N:26]([CH:32]4[CH2:37][CH2:36][N:35]([CH3:38])[CH2:34][CH2:33]4)[C:25](=[O:39])[C:24]=2[CH:23]=3)[CH3:10])[CH:7]=1, predict the reactants needed to synthesize it. The reactants are: [F:1][C:2]1[CH:3]=[CH:4][C:5]([CH3:41])=[C:6]([CH2:8][CH:9]([NH:11][C:12]2[CH:17]=[CH:16][NH:15][C:14](=[O:18])[C:13]=2[C:19]2[NH:40][C:22]3=[CH:23][C:24]4[C:25](=[O:39])[N:26]([CH:32]5[CH2:37][CH2:36][N:35]([CH3:38])[CH2:34][CH2:33]5)[C:27](=O)[C:28]=4[C:29]([CH3:30])=[C:21]3[N:20]=2)[CH3:10])[CH:7]=1. (9) Given the product [NH2:1][CH2:4][C@H:5]1[CH2:10][CH2:9][CH2:8][N:7]([C:11]([O:13][C:14]([CH3:17])([CH3:16])[CH3:15])=[O:12])[CH2:6]1, predict the reactants needed to synthesize it. The reactants are: [N:1]([CH2:4][C@H:5]1[CH2:10][CH2:9][CH2:8][N:7]([C:11]([O:13][C:14]([CH3:17])([CH3:16])[CH3:15])=[O:12])[CH2:6]1)=[N+]=[N-].